This data is from Peptide-MHC class I binding affinity with 185,985 pairs from IEDB/IMGT. The task is: Regression. Given a peptide amino acid sequence and an MHC pseudo amino acid sequence, predict their binding affinity value. This is MHC class I binding data. The peptide sequence is LSMGLIAIAV. The MHC is HLA-A02:06 with pseudo-sequence HLA-A02:06. The binding affinity (normalized) is 0.847.